From a dataset of Full USPTO retrosynthesis dataset with 1.9M reactions from patents (1976-2016). Predict the reactants needed to synthesize the given product. Given the product [Cl:1][C:2]1[CH:3]=[C:4]([N:9]2[C:14](=[O:15])[C:13]([O:16][CH2:17][CH2:18][C:19]([OH:22])([CH3:21])[CH3:20])=[C:12]([C:23]3[CH:28]=[CH:27][C:26]([S:29]([NH2:33])(=[O:31])=[O:30])=[CH:25][CH:24]=3)[CH:11]=[N:10]2)[CH:5]=[CH:6][C:7]=1[F:8], predict the reactants needed to synthesize it. The reactants are: [Cl:1][C:2]1[CH:3]=[C:4]([N:9]2[C:14](=[O:15])[C:13]([O:16][CH2:17][CH2:18][C:19]([OH:22])([CH3:21])[CH3:20])=[C:12]([C:23]3[CH:28]=[CH:27][C:26]([S:29](C)(=[O:31])=[O:30])=[CH:25][CH:24]=3)[CH:11]=[N:10]2)[CH:5]=[CH:6][C:7]=1[F:8].[NH3:33].